From a dataset of Reaction yield outcomes from USPTO patents with 853,638 reactions. Predict the reaction yield, written as a fraction of the theoretical maximum amount of product (1.0 means a 100% yield; for example, 0.34 means a 34% yield). (1) The reactants are [F-].C([N+](CCCC)(CCCC)CCCC)CCC.C([Si](C)(C)[O:24][C:25]1[CH:30]=[CH:29][C:28]([C:31]([C:35]2[CH:40]=[C:39]([O:41][CH3:42])[CH:38]=[C:37]([O:43][CH3:44])[CH:36]=2)=[CH:32][C:33]#[N:34])=[CH:27][C:26]=1[O:45][CH3:46])(C)(C)C.CCOCC. The catalyst is C1COCC1. The product is [CH3:42][O:41][C:39]1[CH:40]=[C:35]([C:31]([C:28]2[CH:29]=[CH:30][C:25]([OH:24])=[C:26]([O:45][CH3:46])[CH:27]=2)=[CH:32][C:33]#[N:34])[CH:36]=[C:37]([O:43][CH3:44])[CH:38]=1. The yield is 0.880. (2) The reactants are [CH3:1][O:2][C:3]1[CH:4]=[C:5]([C:9]2[CH:14]=[CH:13][CH:12]=[C:11]([CH:15]3[S:20][CH2:19][CH2:18][CH2:17][S:16]3)[CH:10]=2)[CH:6]=[CH:7][CH:8]=1.[Si:21]([O:38][C:39]1[CH:40]=[C:41]([CH:44]=[CH:45][CH:46]=1)[CH:42]=[O:43])([C:34]([CH3:37])([CH3:36])[CH3:35])([C:28]1[CH:33]=[CH:32][CH:31]=[CH:30][CH:29]=1)[C:22]1[CH:27]=[CH:26][CH:25]=[CH:24][CH:23]=1. No catalyst specified. The product is [Si:21]([O:38][C:39]1[CH:40]=[C:41]([CH:42]([C:15]2([C:11]3[CH:10]=[C:9]([C:5]4[CH:6]=[CH:7][CH:8]=[C:3]([O:2][CH3:1])[CH:4]=4)[CH:14]=[CH:13][CH:12]=3)[S:16][CH2:17][CH2:18][CH2:19][S:20]2)[OH:43])[CH:44]=[CH:45][CH:46]=1)([C:34]([CH3:35])([CH3:36])[CH3:37])([C:28]1[CH:33]=[CH:32][CH:31]=[CH:30][CH:29]=1)[C:22]1[CH:23]=[CH:24][CH:25]=[CH:26][CH:27]=1. The yield is 0.390. (3) The reactants are [C:1]1([C:7](=[C:9]([C:1]2[CH:6]=[CH:5][CH:4]=[CH:3][CH:2]=2)[CH3:9])[CH3:7])[CH:6]=[CH:5][CH:4]=[CH:3][CH:2]=1.[OH:17]OS([O-])=O.[K+].C([O-])(O)=O.[Na+].[O-]S([O-])=O.[Na+].[Na+]. The catalyst is CN(C=O)C.O=[Os](=O)(=O)=O.CCOC(C)=O. The product is [C:7]([C:1]1[CH:6]=[CH:5][CH:4]=[CH:3][CH:2]=1)(=[O:17])[CH3:9]. The yield is 0.850. (4) The reactants are [Cl-].O[NH3+:3].[C:4](=[O:7])([O-:6])O.[Na+].CS(C)=O.[CH2:13]([C:17]1[N:18]=[C:19]([CH3:45])[N:20]([CH2:39][C:40]([O:42][CH2:43][CH3:44])=[O:41])[C:21](=[O:38])[C:22]=1[CH2:23][C:24]1[CH:29]=[CH:28][C:27]([C:30]2[CH:35]=[CH:34][CH:33]=[CH:32][C:31]=2[C:36]#[N:37])=[CH:26][CH:25]=1)[CH2:14][CH2:15][CH3:16]. The catalyst is C(OCC)(=O)C. The product is [CH2:13]([C:17]1[N:18]=[C:19]([CH3:45])[N:20]([CH2:39][C:40]([O:42][CH2:43][CH3:44])=[O:41])[C:21](=[O:38])[C:22]=1[CH2:23][C:24]1[CH:29]=[CH:28][C:27]([C:30]2[CH:35]=[CH:34][CH:33]=[CH:32][C:31]=2[C:36]2[NH:3][C:4](=[O:7])[O:6][N:37]=2)=[CH:26][CH:25]=1)[CH2:14][CH2:15][CH3:16]. The yield is 0.510. (5) The reactants are ClC1N=C(C2SC(C(C)C)=NC=2C2C=C(NS(C3C(F)=CC=CC=3F)(=O)=O)C=CC=2)C=CN=1.[Cl:34][C:35]1[N:40]=[C:39]([C:41]2[S:45][C:44]([N:46]3[CH2:51][CH2:50][O:49][CH2:48][CH2:47]3)=[N:43][C:42]=2[C:52]2[C:53]([F:59])=[C:54]([CH:56]=[CH:57][CH:58]=2)[NH2:55])[CH:38]=[CH:37][N:36]=1.[N:60]1[CH:65]=[CH:64][CH:63]=[C:62]([S:66](Cl)(=[O:68])=[O:67])[CH:61]=1. No catalyst specified. The product is [Cl:34][C:35]1[N:40]=[C:39]([C:41]2[S:45][C:44]([N:46]3[CH2:47][CH2:48][O:49][CH2:50][CH2:51]3)=[N:43][C:42]=2[C:52]2[C:53]([F:59])=[C:54]([NH:55][S:66]([C:62]3[CH:61]=[N:60][CH:65]=[CH:64][CH:63]=3)(=[O:68])=[O:67])[CH:56]=[CH:57][CH:58]=2)[CH:38]=[CH:37][N:36]=1. The yield is 0.715.